This data is from Forward reaction prediction with 1.9M reactions from USPTO patents (1976-2016). The task is: Predict the product of the given reaction. (1) Given the reactants [F:1][C:2]1[CH:3]=[C:4]2[C:8](=[CH:9][CH:10]=1)[NH:7][C:6](=[O:11])[C:5]2=[O:12].[H-].[Na+].Br[CH2:16][C:17]1[O:18][C:19]([C:22]([F:25])([F:24])[F:23])=[CH:20][CH:21]=1.C(OCC)C, predict the reaction product. The product is: [F:1][C:2]1[CH:3]=[C:4]2[C:8](=[CH:9][CH:10]=1)[N:7]([CH2:16][C:17]1[O:18][C:19]([C:22]([F:25])([F:24])[F:23])=[CH:20][CH:21]=1)[C:6](=[O:11])[C:5]2=[O:12]. (2) Given the reactants [CH:1]1([NH:9][C:10]2[O:11][CH2:12][C:13]3[CH:19]=[C:18]([NH2:20])[CH:17]=[CH:16][C:14]=3[N:15]=2)[CH2:8][CH2:7][CH2:6][CH2:5][CH2:4][CH2:3][CH2:2]1.[CH:21]1([C:24](O)=[O:25])[CH2:23][CH2:22]1, predict the reaction product. The product is: [CH:1]1([NH:9][C:10]2[O:11][CH2:12][C:13]3[CH:19]=[C:18]([NH:20][C:24]([CH:21]4[CH2:23][CH2:22]4)=[O:25])[CH:17]=[CH:16][C:14]=3[N:15]=2)[CH2:2][CH2:3][CH2:4][CH2:5][CH2:6][CH2:7][CH2:8]1. (3) Given the reactants [NH2:1][C@@H:2]([CH2:33][C:34]1[CH:39]=[CH:38][CH:37]=[CH:36][CH:35]=1)[CH2:3][C@H:4]([OH:32])[C@@H:5]([NH:19][C:20]([C@@H:22]([NH:27][C:28](=[O:31])[O:29][CH3:30])[C:23]([CH3:26])([CH3:25])[CH3:24])=[O:21])[CH2:6][C:7]1[CH:12]=[CH:11][C:10]([C:13]2[CH:18]=[CH:17][CH:16]=[CH:15][N:14]=2)=[CH:9][CH:8]=1.[CH3:40][O:41][C:42]([NH:44][C@@H:45]([C:49]([CH3:52])([CH3:51])[CH3:50])[C:46](O)=[O:47])=[O:43].CCOP(ON1N=NC2C=CC=CC=2C1=O)(OCC)=O.C(N(CC)C(C)C)(C)C, predict the reaction product. The product is: [CH3:30][O:29][C:28](=[O:31])[NH:27][C@@H:22]([C:23]([CH3:25])([CH3:26])[CH3:24])[C:20](=[O:21])[NH:19][C@@H:5]([CH2:6][C:7]1[CH:12]=[CH:11][C:10]([C:13]2[CH:18]=[CH:17][CH:16]=[CH:15][N:14]=2)=[CH:9][CH:8]=1)[C@@H:4]([OH:32])[CH2:3][C@H:2]([CH2:33][C:34]1[CH:35]=[CH:36][CH:37]=[CH:38][CH:39]=1)[NH:1][C:46](=[O:47])[C@H:45]([C:49]([CH3:51])([CH3:50])[CH3:52])[NH:44][C:42](=[O:43])[O:41][CH3:40]. (4) Given the reactants [C:1]1([CH3:8])[C:6]([OH:7])=[CH:5][CH:4]=[CH:3][CH:2]=1.Br[CH2:10][C:11]([O:13]CC)=[O:12].C([O-])([O-])=O.[K+].[K+].[OH-].[Na+].Cl, predict the reaction product. The product is: [C:1]1([CH3:8])[CH:2]=[CH:3][CH:4]=[CH:5][C:6]=1[O:7][CH2:10][C:11]([OH:13])=[O:12].